From a dataset of Full USPTO retrosynthesis dataset with 1.9M reactions from patents (1976-2016). Predict the reactants needed to synthesize the given product. (1) Given the product [Br:1][C:2]1[C:10]2[C:9]([Cl:11])=[N:8][CH:7]=[N:6][C:5]=2[S:4][C:3]=1[C:20]1[CH:21]=[CH:22][C:17]([O:16][CH2:15][O:14][CH3:13])=[CH:18][CH:19]=1, predict the reactants needed to synthesize it. The reactants are: [Br:1][C:2]1[C:10]2[C:9]([Cl:11])=[N:8][CH:7]=[N:6][C:5]=2[S:4][C:3]=1I.[CH3:13][O:14][CH2:15][O:16][C:17]1[CH:22]=[CH:21][C:20](B2OC(C)(C)C(C)(C)O2)=[CH:19][CH:18]=1.CC(C1C=C(C(C)C)C(C2C(P(C(C)(C)C)C(C)(C)C)=CC=CC=2)=C(C(C)C)C=1)C.C([O-])([O-])=O.[Cs+].[Cs+].Cl. (2) Given the product [CH3:11][N:8]1[C:7]([CH2:12][N:13]2[CH2:14][CH2:15][CH:16]([C:19]([OH:22])([CH3:21])[CH3:20])[CH2:17][CH2:18]2)=[N:6][C:5]2[C:9]1=[N:10][C:2]([N:33]1[C:34]3[CH:40]=[CH:39][CH:38]=[CH:37][C:35]=3[N:36]=[C:32]1[CH2:29][CH2:30][CH3:31])=[N:3][C:4]=2[N:23]1[CH2:24][CH2:25][O:26][CH2:27][CH2:28]1, predict the reactants needed to synthesize it. The reactants are: Cl[C:2]1[N:10]=[C:9]2[C:5]([N:6]=[C:7]([CH2:12][N:13]3[CH2:18][CH2:17][CH:16]([C:19]([OH:22])([CH3:21])[CH3:20])[CH2:15][CH2:14]3)[N:8]2[CH3:11])=[C:4]([N:23]2[CH2:28][CH2:27][O:26][CH2:25][CH2:24]2)[N:3]=1.[CH2:29]([C:32]1[NH:33][C:34]2[CH:40]=[CH:39][CH:38]=[CH:37][C:35]=2[N:36]=1)[CH2:30][CH3:31]. (3) Given the product [NH:1]1[C:9]2[C:4](=[CH:5][CH:6]=[CH:7][CH:8]=2)[CH2:3][C@@H:2]1[C:10]([NH:18][CH2:17][C:16]([O:15][CH3:14])=[O:19])=[O:12], predict the reactants needed to synthesize it. The reactants are: [NH:1]1[C:9]2[C:4](=[CH:5][CH:6]=[CH:7][CH:8]=2)[CH2:3][C@@H:2]1[C:10]([OH:12])=O.Cl.[CH3:14][O:15][C:16](=[O:19])[CH2:17][NH2:18].F[P-](F)(F)(F)(F)F.N1(O[P+](N(C)C)(N(C)C)N(C)C)C2C=CC=CC=2N=N1.CCN(C(C)C)C(C)C. (4) Given the product [CH2:24]([O:26][C:27]([C:29]1[C:30]2[S:38][CH:37]=[C:36]([CH2:39][O:7][C:8]3[CH:9]=[C:10]([NH:15][C:16](=[O:23])[C:17]4[CH:18]=[CH:19][CH:20]=[CH:21][CH:22]=4)[CH:11]=[CH:12][C:13]=3[CH3:14])[C:31]=2[C:32]([Cl:35])=[N:33][CH:34]=1)=[O:28])[CH3:25], predict the reactants needed to synthesize it. The reactants are: C(=O)([O-])[O-].[K+].[K+].[OH:7][C:8]1[CH:9]=[C:10]([NH:15][C:16](=[O:23])[C:17]2[CH:22]=[CH:21][CH:20]=[CH:19][CH:18]=2)[CH:11]=[CH:12][C:13]=1[CH3:14].[CH2:24]([O:26][C:27]([C:29]1[C:30]2[S:38][CH:37]=[C:36]([CH2:39]Br)[C:31]=2[C:32]([Cl:35])=[N:33][CH:34]=1)=[O:28])[CH3:25]. (5) Given the product [Br:1][C:2]1[CH:3]=[CH:4][C:5]([F:11])=[C:6]([CH:10]=1)[C:7]([NH:18][C:19]1[C:24]([F:25])=[CH:23][CH:22]=[C:21]([OH:26])[C:20]=1[F:27])=[O:9], predict the reactants needed to synthesize it. The reactants are: [Br:1][C:2]1[CH:3]=[CH:4][C:5]([F:11])=[C:6]([CH:10]=1)[C:7]([OH:9])=O.C(Cl)(C(Cl)=O)=O.[NH2:18][C:19]1[C:20]([F:27])=[C:21]([OH:26])[CH:22]=[CH:23][C:24]=1[F:25].C([O-])(O)=O.[Na+]. (6) Given the product [Cl:15][C:10]1[C:11]([F:14])=[CH:12][CH:13]=[C:8]2[C:9]=1[C:4](=[O:3])[NH:5][CH2:6][CH2:7]2, predict the reactants needed to synthesize it. The reactants are: C([O:3][C:4](=O)[NH:5][CH2:6][CH2:7][C:8]1[CH:13]=[CH:12][C:11]([F:14])=[C:10]([Cl:15])[CH:9]=1)C.O=P12OP3(OP(OP(O3)(O1)=O)(=O)O2)=O. (7) Given the product [Cl:1][C:2]1[C:11]2[C:6](=[CH:7][CH:8]=[C:9]([F:12])[CH:10]=2)[N:5]=[C:4]([C:13]2[CH:18]=[CH:17][CH:16]=[CH:15][C:14]=2[OH:19])[N:3]=1, predict the reactants needed to synthesize it. The reactants are: [Cl:1][C:2]1[C:11]2[C:6](=[CH:7][CH:8]=[C:9]([F:12])[CH:10]=2)[N:5]=[C:4]([C:13]2[CH:18]=[CH:17][CH:16]=[CH:15][C:14]=2[O:19]C)[N:3]=1.B(Br)(Br)Br.C([O-])(O)=O.[Na+].